Task: Predict the product of the given reaction.. Dataset: Forward reaction prediction with 1.9M reactions from USPTO patents (1976-2016) (1) Given the reactants [NH2:1][C:2]1[CH:3]=[C:4]2[C:24](=[CH:25][CH:26]=1)[O:23][C:22]([CH3:28])([CH3:27])[C:18]1([CH2:21][O:20][CH2:19]1)[C:5]12[CH2:9][O:8][C:7]([NH:10][C:11](=[O:17])[O:12][C:13]([CH3:16])([CH3:15])[CH3:14])=[N:6]1.[Cl:29][C:30]1[CH:31]=[CH:32][C:33]([C:36](O)=[O:37])=[N:34][CH:35]=1.Cl.CN(C)CCCN=C=NCC.ON1C2C=CC=CC=2N=N1.C(N(CC)C(C)C)(C)C, predict the reaction product. The product is: [Cl:29][C:30]1[CH:31]=[CH:32][C:33]([C:36]([NH:1][C:2]2[CH:3]=[C:4]3[C:24](=[CH:25][CH:26]=2)[O:23][C:22]([CH3:28])([CH3:27])[C:18]2([CH2:21][O:20][CH2:19]2)[C:5]23[CH2:9][O:8][C:7]([NH:10][C:11](=[O:17])[O:12][C:13]([CH3:16])([CH3:14])[CH3:15])=[N:6]2)=[O:37])=[N:34][CH:35]=1. (2) Given the reactants [S:1]1[CH2:6][CH2:5][CH:4]([C:7]2[C:12]([F:13])=[CH:11][C:10]([N:14]3[CH2:18][C@H:17]([CH2:19][N:20]4[CH:24]=[C:23]([CH3:25])[N:22]=[N:21]4)[O:16][C:15]3=[O:26])=[CH:9][C:8]=2[F:27])[CH2:3][CH2:2]1.I([O-])(=O)(=O)=[O:29].[Na+].C(#N)C, predict the reaction product. The product is: [F:13][C:12]1[CH:11]=[C:10]([N:14]2[CH2:18][C@H:17]([CH2:19][N:20]3[CH:24]=[C:23]([CH3:25])[N:22]=[N:21]3)[O:16][C:15]2=[O:26])[CH:9]=[C:8]([F:27])[C:7]=1[CH:4]1[CH2:5][CH2:6][S:1](=[O:29])[CH2:2][CH2:3]1. (3) Given the reactants [Cl:1][C:2]1[N:3]=[C:4](Cl)[C:5]2[CH2:10][CH2:9][CH:8]([C:11]3[CH:16]=[CH:15][C:14]([F:17])=[C:13]([F:18])[CH:12]=3)[C:6]=2[N:7]=1.C[CH2:21][N:22](C(C)C)C(C)C, predict the reaction product. The product is: [Cl:1][C:2]1[N:3]=[C:4]([NH:22][CH3:21])[C:5]2[CH2:10][CH2:9][CH:8]([C:11]3[CH:16]=[CH:15][C:14]([F:17])=[C:13]([F:18])[CH:12]=3)[C:6]=2[N:7]=1. (4) Given the reactants [C:1]([CH2:3][C@@:4]1([N:10]2[C:18]3[CH:17]=[CH:16][NH:15][C:14](=[O:19])[C:13]=3[C:12]([NH:20][C:21]3[CH:29]=[CH:28][C:24]([C:25]([OH:27])=O)=[C:23]([CH3:30])[CH:22]=3)=[N:11]2)[CH2:9][CH2:8][CH2:7][O:6][CH2:5]1)#[N:2].CN(C(ON1N=NC2C=CC=NC1=2)=[N+](C)C)C.F[P-](F)(F)(F)(F)F.CCN(C(C)C)C(C)C.[F:64][C:65]1([F:71])[CH2:70][CH2:69][NH:68][CH2:67][CH2:66]1, predict the reaction product. The product is: [F:64][C:65]1([F:71])[CH2:70][CH2:69][N:68]([C:25]([C:24]2[CH:28]=[CH:29][C:21]([NH:20][C:12]3[C:13]4[C:14](=[O:19])[NH:15][CH:16]=[CH:17][C:18]=4[N:10]([C@:4]4([CH2:3][C:1]#[N:2])[CH2:9][CH2:8][CH2:7][O:6][CH2:5]4)[N:11]=3)=[CH:22][C:23]=2[CH3:30])=[O:27])[CH2:67][CH2:66]1. (5) Given the reactants ClCCl.CS(C)=O.C(N(C(C)C)CC)(C)C.[OH:17][C@@H:18]([C@@H:29]([NH:34][C:35]([C@@H:37]1[CH2:41][CH2:40][CH2:39][N:38]1[C:42]([O:44][CH2:45][C:46]1[CH:51]=[CH:50][CH:49]=[CH:48][CH:47]=1)=[O:43])=[O:36])[CH2:30][CH2:31][CH2:32][CH3:33])[C:19]([NH:21][C@H:22]1[CH2:27][CH2:26][CH2:25][CH2:24][C@@H:23]1[OH:28])=[O:20], predict the reaction product. The product is: [O:20]=[C:19]([NH:21][C@H:22]1[CH2:27][CH2:26][CH2:25][CH2:24][C:23]1=[O:28])[C:18](=[O:17])[C@@H:29]([NH:34][C:35]([C@@H:37]1[CH2:41][CH2:40][CH2:39][N:38]1[C:42]([O:44][CH2:45][C:46]1[CH:51]=[CH:50][CH:49]=[CH:48][CH:47]=1)=[O:43])=[O:36])[CH2:30][CH2:31][CH2:32][CH3:33]. (6) Given the reactants [CH:1]1[C:10]2[C:5](=[CH:6][CH:7]=[CH:8][CH:9]=2)[CH:4]=[CH:3][C:2]=1[S:11]([NH:14][CH2:15][C:16]([NH:18][CH:19]([CH2:23][NH:24][C:25]([CH:27]1[CH2:32][CH2:31][N:30]([C:33]2[CH:38]=[CH:37][N:36]=[CH:35][CH:34]=2)[CH2:29][CH2:28]1)=[O:26])[C:20](O)=[O:21])=[O:17])(=[O:13])=[O:12].[NH:39]1[CH2:44][CH2:43][O:42][CH2:41][CH2:40]1, predict the reaction product. The product is: [O:42]1[CH2:43][CH2:44][N:39]([C:20]([CH:19]([NH:18][C:16](=[O:17])[CH2:15][NH:14][S:11]([C:2]2[CH:1]=[CH:10][C:5]3[C:4](=[CH:9][CH:8]=[CH:7][CH:6]=3)[CH:3]=2)(=[O:12])=[O:13])[CH2:23][NH:24][C:25]([CH:27]2[CH2:32][CH2:31][N:30]([C:33]3[CH:34]=[CH:35][N:36]=[CH:37][CH:38]=3)[CH2:29][CH2:28]2)=[O:26])=[O:21])[CH2:40][CH2:41]1. (7) Given the reactants [CH2:1]([C:5]1=[CH:6][N:7]([C:24]([CH3:27])([CH3:26])[CH3:25])[S:8]/[C:9]/1=[N:10]\[C:11]([C@:13]1([CH3:23])[CH2:17][CH2:16][C@H:15]([C:18](O)=[O:19])[C:14]1([CH3:22])[CH3:21])=[O:12])[CH2:2][CH2:3][CH3:4].Cl.[CH2:29]([NH2:31])[CH3:30], predict the reaction product. The product is: [CH2:1]([C:5]1=[CH:6][N:7]([C:24]([CH3:27])([CH3:25])[CH3:26])[S:8]/[C:9]/1=[N:10]\[C:11]([C@:13]1([CH3:23])[CH2:17][CH2:16][C@H:15]([C:18]([NH:31][CH2:29][CH3:30])=[O:19])[C:14]1([CH3:21])[CH3:22])=[O:12])[CH2:2][CH2:3][CH3:4]. (8) Given the reactants [NH2:1][C:2]1[C:3]([O:18][CH3:19])=[CH:4][C:5]2[CH2:11][N:10]([CH2:12][CH3:13])[CH2:9][C:8](=[O:14])[N:7]([CH2:15]C)[C:6]=2[CH:17]=1.Cl[C:21]1[N:26]=[C:25]([NH:27][C:28]2[CH:33]=[CH:32][C:31]([O:34][CH3:35])=[CH:30][C:29]=2[N:36]2[CH:40]=[CH:39][CH:38]=[N:37]2)[C:24]([Cl:41])=[CH:23][N:22]=1, predict the reaction product. The product is: [Cl:41][C:24]1[C:25]([NH:27][C:28]2[CH:33]=[CH:32][C:31]([O:34][CH3:35])=[CH:30][C:29]=2[N:36]2[CH:40]=[CH:39][CH:38]=[N:37]2)=[N:26][C:21]([NH:1][C:2]2[C:3]([O:18][CH3:19])=[CH:4][C:5]3[CH2:11][N:10]([CH2:12][CH3:13])[CH2:9][C:8](=[O:14])[N:7]([CH3:15])[C:6]=3[CH:17]=2)=[N:22][CH:23]=1.